From a dataset of CYP2C19 inhibition data for predicting drug metabolism from PubChem BioAssay. Regression/Classification. Given a drug SMILES string, predict its absorption, distribution, metabolism, or excretion properties. Task type varies by dataset: regression for continuous measurements (e.g., permeability, clearance, half-life) or binary classification for categorical outcomes (e.g., BBB penetration, CYP inhibition). Dataset: cyp2c19_veith. (1) The drug is CS(=O)(=O)N1CCC2(CCCN(c3ncccn3)C2)CC1. The result is 0 (non-inhibitor). (2) The compound is COc1ccc(O[C@H]2C=C[C@@H](c3ccccc3)O[C@H]2COC(=O)NCc2cccc3ccccc23)cc1. The result is 1 (inhibitor). (3) The molecule is CC1CCN(C2CCN(S(=O)(=O)c3ccc(F)cc3)CC2)CC1.O=C(O)C(=O)O. The result is 0 (non-inhibitor). (4) The compound is CC[C@](N)(C(=O)O)C(C)C. The result is 0 (non-inhibitor). (5) The drug is O=c1c(CCc2ccccc2)nc2cnc(N3CCNCC3)nc2n1C1CC1. The result is 1 (inhibitor). (6) The drug is Cc1ccccc1-c1nc(NCc2cccs2)c2ccccc2n1. The result is 1 (inhibitor).